The task is: Regression. Given two drug SMILES strings and cell line genomic features, predict the synergy score measuring deviation from expected non-interaction effect.. This data is from NCI-60 drug combinations with 297,098 pairs across 59 cell lines. (1) Drug 1: C1=NNC2=C1C(=O)NC=N2. Drug 2: C(CN)CNCCSP(=O)(O)O. Cell line: MALME-3M. Synergy scores: CSS=0.968, Synergy_ZIP=-1.76, Synergy_Bliss=-3.27, Synergy_Loewe=-5.14, Synergy_HSA=-3.74. (2) Drug 1: CNC(=O)C1=CC=CC=C1SC2=CC3=C(C=C2)C(=NN3)C=CC4=CC=CC=N4. Drug 2: CC1C(C(CC(O1)OC2CC(OC(C2O)C)OC3=CC4=CC5=C(C(=O)C(C(C5)C(C(=O)C(C(C)O)O)OC)OC6CC(C(C(O6)C)O)OC7CC(C(C(O7)C)O)OC8CC(C(C(O8)C)O)(C)O)C(=C4C(=C3C)O)O)O)O. Cell line: MCF7. Synergy scores: CSS=9.22, Synergy_ZIP=14.4, Synergy_Bliss=20.2, Synergy_Loewe=18.9, Synergy_HSA=19.9. (3) Drug 1: CC1C(C(=O)NC(C(=O)N2CCCC2C(=O)N(CC(=O)N(C(C(=O)O1)C(C)C)C)C)C(C)C)NC(=O)C3=C4C(=C(C=C3)C)OC5=C(C(=O)C(=C(C5=N4)C(=O)NC6C(OC(=O)C(N(C(=O)CN(C(=O)C7CCCN7C(=O)C(NC6=O)C(C)C)C)C)C(C)C)C)N)C. Drug 2: C1CN(CCN1C(=O)CCBr)C(=O)CCBr. Cell line: OVCAR-4. Synergy scores: CSS=2.74, Synergy_ZIP=3.38, Synergy_Bliss=7.12, Synergy_Loewe=-2.90, Synergy_HSA=-2.50. (4) Drug 1: CCC(=C(C1=CC=CC=C1)C2=CC=C(C=C2)OCCN(C)C)C3=CC=CC=C3.C(C(=O)O)C(CC(=O)O)(C(=O)O)O. Drug 2: CC12CCC3C(C1CCC2OP(=O)(O)O)CCC4=C3C=CC(=C4)OC(=O)N(CCCl)CCCl.[Na+]. Cell line: NCI-H522. Synergy scores: CSS=13.4, Synergy_ZIP=-4.22, Synergy_Bliss=-2.50, Synergy_Loewe=-4.59, Synergy_HSA=-2.20. (5) Drug 1: CC(C1=C(C=CC(=C1Cl)F)Cl)OC2=C(N=CC(=C2)C3=CN(N=C3)C4CCNCC4)N. Drug 2: CN1CCC(CC1)COC2=C(C=C3C(=C2)N=CN=C3NC4=C(C=C(C=C4)Br)F)OC. Cell line: HCC-2998. Synergy scores: CSS=13.9, Synergy_ZIP=-0.895, Synergy_Bliss=1.18, Synergy_Loewe=-0.838, Synergy_HSA=-0.0746. (6) Drug 1: CN(CC1=CN=C2C(=N1)C(=NC(=N2)N)N)C3=CC=C(C=C3)C(=O)NC(CCC(=O)O)C(=O)O. Drug 2: CC1C(C(CC(O1)OC2CC(CC3=C2C(=C4C(=C3O)C(=O)C5=C(C4=O)C(=CC=C5)OC)O)(C(=O)CO)O)N)O.Cl. Cell line: M14. Synergy scores: CSS=50.2, Synergy_ZIP=-11.0, Synergy_Bliss=-16.0, Synergy_Loewe=-9.59, Synergy_HSA=-9.51. (7) Drug 1: COC1=NC(=NC2=C1N=CN2C3C(C(C(O3)CO)O)O)N. Drug 2: CN(C(=O)NC(C=O)C(C(C(CO)O)O)O)N=O. Cell line: SK-MEL-5. Synergy scores: CSS=3.15, Synergy_ZIP=-1.25, Synergy_Bliss=0.659, Synergy_Loewe=0.663, Synergy_HSA=0.851.